From a dataset of Forward reaction prediction with 1.9M reactions from USPTO patents (1976-2016). Predict the product of the given reaction. (1) The product is: [C:29]([C:17]1[C:18]([C:20]2[C:28]3[C:23](=[CH:24][CH:25]=[CH:26][CH:27]=3)[NH:22][CH:21]=2)=[N:19][C:14]([NH:13][C@@H:10]2[CH2:11][CH2:12][N:8]([C:6]([C:5]3[CH:4]=[CH:3][C:2]([NH:1][C:46](=[O:47])/[CH:45]=[CH:44]/[CH2:43][N:53]4[CH2:54][CH2:55][N:50]([CH3:49])[CH2:51][CH2:52]4)=[CH:32][CH:31]=3)=[O:7])[CH2:9]2)=[N:15][CH:16]=1)#[N:30]. Given the reactants [NH2:1][C:2]1[CH:32]=[CH:31][C:5]([C:6]([N:8]2[CH2:12][CH2:11][C@@H:10]([NH:13][C:14]3[N:19]=[C:18]([C:20]4[C:28]5[C:23](=[CH:24][CH:25]=[CH:26][CH:27]=5)[NH:22][CH:21]=4)[C:17]([C:29]#[N:30])=[CH:16][N:15]=3)[CH2:9]2)=[O:7])=[CH:4][CH:3]=1.CCN(C(C)C)C(C)C.Br[CH2:43]/[CH:44]=[CH:45]/[C:46](Cl)=[O:47].[CH3:49][N:50]1[CH2:55][CH2:54][NH:53][CH2:52][CH2:51]1, predict the reaction product. (2) Given the reactants [Cl:1][C:2]1[CH:7]=[C:6](Cl)[N:5]=[C:4]([NH2:9])[N:3]=1.[CH3:10][CH:11]1[CH2:16][CH2:15][C:14](B(O)O)=[CH:13][CH2:12]1.C([O-])([O-])=O.[Na+].[Na+], predict the reaction product. The product is: [Cl:1][C:2]1[CH:7]=[C:6]([C:14]2[CH2:15][CH2:16][CH:11]([CH3:10])[CH2:12][CH:13]=2)[N:5]=[C:4]([NH2:9])[N:3]=1. (3) Given the reactants [N:1]1[CH:2]=[C:3]([C:10]([OH:12])=O)[N:4]2[CH:9]=[CH:8][CH:7]=[CH:6][C:5]=12.C(Cl)(=O)C(Cl)=O.[NH2:19][C:20]1[CH:21]=[C:22]([CH:27]=[CH:28][C:29]=1[CH3:30])[C:23]([O:25][CH3:26])=[O:24], predict the reaction product. The product is: [N:1]1[CH:2]=[C:3]([C:10]([NH:19][C:20]2[CH:21]=[C:22]([CH:27]=[CH:28][C:29]=2[CH3:30])[C:23]([O:25][CH3:26])=[O:24])=[O:12])[N:4]2[CH:9]=[CH:8][CH:7]=[CH:6][C:5]=12. (4) Given the reactants [NH2:1][C:2]1[C:3]2[C:10]([C:11]3[CH:16]=[CH:15][C:14]([NH:17][C:18](=[O:26])[O:19][C:20]4[CH:25]=CC=[CH:22][CH:21]=4)=[C:13]([O:27][CH3:28])[CH:12]=3)=[CH:9][N:8]([CH:29]3[CH2:34][CH2:33][O:32][CH2:31][CH2:30]3)[C:4]=2[N:5]=[CH:6][N:7]=1.[O:35]1CCC(O)C1, predict the reaction product. The product is: [NH2:1][C:2]1[C:3]2[C:10]([C:11]3[CH:16]=[CH:15][C:14]([NH:17][C:18](=[O:26])[O:19][CH:20]4[CH2:21][CH2:22][O:35][CH2:25]4)=[C:13]([O:27][CH3:28])[CH:12]=3)=[CH:9][N:8]([CH:29]3[CH2:30][CH2:31][O:32][CH2:33][CH2:34]3)[C:4]=2[N:5]=[CH:6][N:7]=1. (5) Given the reactants [Cl:1][C:2]1[CH:3]=[C:4]2[C:8](=[CH:9][CH:10]=1)[NH:7][CH:6]=[CH:5]2.[CH3:11]C1C2C(=CC=CC=2)NC=1, predict the reaction product. The product is: [Cl:1][C:2]1[CH:3]=[C:4]2[C:8](=[CH:9][CH:10]=1)[N:7]([CH3:11])[CH:6]=[CH:5]2. (6) The product is: [ClH:16].[CH3:1][C:2]1([CH3:15])[CH2:6][NH:5][CH2:4][C@H:3]1[OH:14]. Given the reactants [CH3:1][C:2]1([CH3:15])[CH2:6][N:5](CC2C=CC=CC=2)[CH2:4][C@H:3]1[OH:14].[ClH:16], predict the reaction product. (7) Given the reactants [CH2:1]([O:3][C:4](=[O:20])[CH2:5][C@@H:6]([NH:10][C:11]1[CH:16]=[CH:15][CH:14]=[CH:13][C:12]=1[N+:17]([O-])=O)[CH2:7][CH2:8][CH3:9])[CH3:2], predict the reaction product. The product is: [CH2:1]([O:3][C:4](=[O:20])[CH2:5][C@@H:6]([NH:10][C:11]1[CH:16]=[CH:15][CH:14]=[CH:13][C:12]=1[NH2:17])[CH2:7][CH2:8][CH3:9])[CH3:2].